This data is from NCI-60 drug combinations with 297,098 pairs across 59 cell lines. The task is: Regression. Given two drug SMILES strings and cell line genomic features, predict the synergy score measuring deviation from expected non-interaction effect. (1) Drug 1: C1CCC(CC1)NC(=O)N(CCCl)N=O. Drug 2: C(CCl)NC(=O)N(CCCl)N=O. Cell line: K-562. Synergy scores: CSS=30.1, Synergy_ZIP=-7.21, Synergy_Bliss=-2.81, Synergy_Loewe=-11.5, Synergy_HSA=-3.44. (2) Drug 1: CC1=CC=C(C=C1)C2=CC(=NN2C3=CC=C(C=C3)S(=O)(=O)N)C(F)(F)F. Drug 2: C1CC(=O)NC(=O)C1N2C(=O)C3=CC=CC=C3C2=O. Cell line: HS 578T. Synergy scores: CSS=-3.13, Synergy_ZIP=1.49, Synergy_Bliss=-0.399, Synergy_Loewe=-1.92, Synergy_HSA=-2.92.